From a dataset of Full USPTO retrosynthesis dataset with 1.9M reactions from patents (1976-2016). Predict the reactants needed to synthesize the given product. (1) Given the product [OH:29][NH:30][C:19]([C:16]1[CH:17]=[C:18]2[C:13]([CH:12]=[CH:11][N:10]2[CH2:9][CH2:8][O:1][C:2]2[CH:7]=[CH:6][CH:5]=[CH:4][CH:3]=2)=[CH:14][CH:15]=1)=[O:21], predict the reactants needed to synthesize it. The reactants are: [O:1]([CH2:8][CH2:9][N:10]1[C:18]2[C:13](=[CH:14][CH:15]=[C:16]([C:19]([OH:21])=O)[CH:17]=2)[CH:12]=[CH:11]1)[C:2]1[CH:7]=[CH:6][CH:5]=[CH:4][CH:3]=1.CN(C([O:29][N:30]1N=NC2C=CC=NC1=2)=[N+](C)C)C.F[P-](F)(F)(F)(F)F.NO. (2) Given the product [CH2:1]([N:5]1[C:9]([CH2:10][O:11][C:12]2[CH:17]=[CH:16][CH:15]=[CH:14][C:13]=2[CH2:18][C@@H:19]([O:25][C:26]2[C:27]3[C:34]([C:35]4[CH:40]=[CH:39][C:38]([O:41][CH2:42][CH2:43][N:44]5[CH2:49][CH2:48][N:47]([CH3:50])[CH2:46][CH2:45]5)=[C:37]([Cl:51])[C:36]=4[CH3:52])=[C:33]([C:53]4[CH:54]=[N:55][C:56]([N:60]5[CH2:65][CH2:64][O:63][CH2:62][CH2:61]5)=[CH:57][CH:58]=4)[S:32][C:28]=3[N:29]=[CH:30][N:31]=2)[C:20]([O:22][CH2:23][CH3:24])=[O:21])=[CH:8][CH:7]=[N:6]1)[CH2:2][CH2:3][CH3:4], predict the reactants needed to synthesize it. The reactants are: [CH2:1]([N:5]1[C:9]([CH2:10][O:11][C:12]2[CH:17]=[CH:16][CH:15]=[CH:14][C:13]=2[CH2:18][C@@H:19]([O:25][C:26]2[C:27]3[C:34]([C:35]4[CH:40]=[CH:39][C:38]([O:41][CH2:42][CH2:43][N:44]5[CH2:49][CH2:48][N:47]([CH3:50])[CH2:46][CH2:45]5)=[C:37]([Cl:51])[C:36]=4[CH3:52])=[C:33]([C:53]4[CH:54]=[N:55][C:56](F)=[CH:57][CH:58]=4)[S:32][C:28]=3[N:29]=[CH:30][N:31]=2)[C:20]([O:22][CH2:23][CH3:24])=[O:21])=[CH:8][CH:7]=[N:6]1)[CH2:2][CH2:3][CH3:4].[NH:60]1[CH2:65][CH2:64][O:63][CH2:62][CH2:61]1.